This data is from Full USPTO retrosynthesis dataset with 1.9M reactions from patents (1976-2016). The task is: Predict the reactants needed to synthesize the given product. (1) Given the product [F:1][C:2]1[CH:3]=[CH:4][C:5]([N:8]2[C:16]3[CH2:15][CH2:14][CH2:13][N:12]([C:29](=[O:30])[CH2:28][N:21]4[C:22]5[CH2:23][CH2:24][CH2:25][CH2:26][C:27]=5[C:19]([C:18]([F:32])([F:17])[F:33])=[N:20]4)[C:11]=3[CH:10]=[N:9]2)=[CH:6][CH:7]=1, predict the reactants needed to synthesize it. The reactants are: [F:1][C:2]1[CH:7]=[CH:6][C:5]([N:8]2[C:16]3[CH2:15][CH2:14][CH2:13][NH:12][C:11]=3[CH:10]=[N:9]2)=[CH:4][CH:3]=1.[F:17][C:18]([F:33])([F:32])[C:19]1[C:27]2[CH2:26][CH2:25][CH2:24][CH2:23][C:22]=2[N:21]([CH2:28][C:29](O)=[O:30])[N:20]=1.CCN(CC)CC.CN(C(ON1N=NC2C=CC=NC1=2)=[N+](C)C)C.F[P-](F)(F)(F)(F)F. (2) Given the product [CH2:1]([O:8][C:9]([N:11]1[CH:15]([C:16](=[O:35])[NH:17][C:18]2[S:19][CH:20]=[C:21]([C:23]3[CH:24]=[CH:25][C:26]([C:29](=[O:34])[NH:30][CH:31]4[CH2:32][CH2:33]4)=[CH:27][CH:28]=3)[N:22]=2)[CH2:14][S:13][C@@H:12]1[C:36]1[CH:41]=[CH:40][CH:39]=[C:38]([C:42]([OH:44])=[O:43])[CH:37]=1)=[O:10])[C:2]1[CH:3]=[CH:4][CH:5]=[CH:6][CH:7]=1, predict the reactants needed to synthesize it. The reactants are: [CH2:1]([O:8][C:9]([N:11]1[CH:15]([C:16](=[O:35])[NH:17][C:18]2[S:19][CH:20]=[C:21]([C:23]3[CH:28]=[CH:27][C:26]([C:29](=[O:34])[NH:30][CH:31]4[CH2:33][CH2:32]4)=[CH:25][CH:24]=3)[N:22]=2)[CH2:14][S:13][C@@H:12]1[C:36]1[CH:41]=[CH:40][CH:39]=[C:38]([C:42]([O:44]C)=[O:43])[CH:37]=1)=[O:10])[C:2]1[CH:7]=[CH:6][CH:5]=[CH:4][CH:3]=1.[OH-].[Li+]. (3) Given the product [CH3:17][N:8]1[C:9](=[O:16])[C:10]2[CH:15]=[CH:14][CH:13]=[CH:12][C:11]=2[CH:5]([CH2:4][C:3]([O:2][CH3:1])=[O:25])[C:6]2[CH:21]=[CH:20][C:19]([C:22]([NH:42][CH2:41][CH2:40][CH2:39][CH2:38][CH2:37][C:28]3[CH:29]=[CH:30][C:31]4[CH2:32][CH2:33][CH2:34][NH:35][C:36]=4[N:27]=3)=[O:24])=[CH:18][C:7]1=2, predict the reactants needed to synthesize it. The reactants are: [CH3:1][O:2][C:3](=[O:25])[CH2:4][CH:5]1[C:11]2[CH:12]=[CH:13][CH:14]=[CH:15][C:10]=2[C:9](=[O:16])[N:8]([CH3:17])[C:7]2[CH:18]=[C:19]([C:22]([OH:24])=O)[CH:20]=[CH:21][C:6]1=2.[Cl-].[N:27]1[C:36]2[NH:35][CH2:34][CH2:33][CH2:32][C:31]=2[CH:30]=[CH:29][C:28]=1[CH2:37][CH2:38][CH2:39][CH2:40][CH2:41][NH3+:42]. (4) Given the product [F:32][C:29]1([F:31])[C@H:30]2[C@@H:28]1[CH2:27][N:26]([S:33]([C:36]1[CH:41]=[CH:40][C:39]([F:42])=[CH:38][CH:37]=1)(=[O:35])=[O:34])[C@@H:25]2[C:23]([NH:22][CH2:21][C:19]1[C:18]([F:43])=[CH:17][N:16]=[C:15]([C:6]2[CH:5]=[N:4][C:3]([C:2]([F:13])([F:12])[F:1])=[N:8][CH:7]=2)[CH:20]=1)=[O:24], predict the reactants needed to synthesize it. The reactants are: [F:1][C:2]([F:13])([F:12])[C:3]1[N:8]=[CH:7][C:6](B(O)O)=[CH:5][N:4]=1.Br[C:15]1[CH:20]=[C:19]([CH2:21][NH:22][C:23]([C@@H:25]2[C@@H:30]3[C@@H:28]([C:29]3([F:32])[F:31])[CH2:27][N:26]2[S:33]([C:36]2[CH:41]=[CH:40][C:39]([F:42])=[CH:38][CH:37]=2)(=[O:35])=[O:34])=[O:24])[C:18]([F:43])=[CH:17][N:16]=1.C(=O)([O-])[O-].[Cs+].[Cs+].